This data is from Forward reaction prediction with 1.9M reactions from USPTO patents (1976-2016). The task is: Predict the product of the given reaction. (1) The product is: [CH3:21][O:20][C:17]1[CH:18]=[C:19]2[C:14](=[CH:15][C:16]=1[O:22][CH3:23])[N:13]=[CH:12][N:11]=[C:10]2[S:8][C:4]1[CH:3]=[C:2]([CH:7]=[CH:6][CH:5]=1)[NH2:1]. Given the reactants [NH2:1][C:2]1[CH:3]=[C:4]([SH:8])[CH:5]=[CH:6][CH:7]=1.Cl[C:10]1[C:19]2[C:14](=[CH:15][C:16]([O:22][CH3:23])=[C:17]([O:20][CH3:21])[CH:18]=2)[N:13]=[CH:12][N:11]=1, predict the reaction product. (2) Given the reactants [Zn](CC)[CH2:2]C.C(O)(C(F)(F)F)=O.C(I)I.[CH2:16]=[C:17]([C:19]1[CH:24]=[CH:23][CH:22]=[CH:21][CH:20]=1)[CH3:18], predict the reaction product. The product is: [CH3:16][C:17]1([C:19]2[CH:24]=[CH:23][CH:22]=[CH:21][CH:20]=2)[CH2:2][CH2:18]1. (3) The product is: [C:39]([N:30]1[CH2:34][CH2:35][CH:36]([NH:9][C:10]([C:12]2[S:13][C:14]([S:20][C:21]3[C:22]([Cl:28])=[CH:23][N:24]=[CH:25][C:26]=3[Cl:27])=[C:15]([N+:17]([O-:19])=[O:18])[CH:16]=2)=[O:11])[CH2:37][CH2:38]1)(=[NH:41])[NH2:40]. Given the reactants C1(N2CCC([NH:9][C:10]([C:12]3[S:13][C:14]([S:20][C:21]4[C:26]([Cl:27])=[CH:25][N:24]=[CH:23][C:22]=4[Cl:28])=[C:15]([N+:17]([O-:19])=[O:18])[CH:16]=3)=[O:11])C2)CC1.Cl.[N:30]1([C:39](=[NH:41])[NH2:40])[C:34]2[CH:35]=[CH:36][CH:37]=[CH:38]C=2N=N1, predict the reaction product. (4) Given the reactants [O:1]=[C:2]1[N:8]([CH:9]2[CH2:14][CH2:13][N:12]([C:15]([O:17][C@@H:18]([C:32](O)=[O:33])[CH2:19][C:20]3[CH:25]=[C:24]([C:26]([F:29])([F:28])[F:27])[C:23]([NH2:30])=[C:22]([CH3:31])[CH:21]=3)=[O:16])[CH2:11][CH2:10]2)[CH2:7][CH2:6][C:5]2[CH:35]=[CH:36][CH:37]=[CH:38][C:4]=2[NH:3]1.CN(C(ON1N=NC2C=CC=CC1=2)=[N+](C)C)C.[B-](F)(F)(F)F.C(N(CC)CC)C.[O:68]1[CH2:73][CH2:72][CH:71]([N:74]2[CH2:79][CH2:78][NH:77][CH2:76][CH2:75]2)[CH2:70][CH2:69]1, predict the reaction product. The product is: [O:1]=[C:2]1[N:8]([CH:9]2[CH2:14][CH2:13][N:12]([C:15]([O:17][C@H:18]([CH2:19][C:20]3[CH:25]=[C:24]([C:26]([F:28])([F:27])[F:29])[C:23]([NH2:30])=[C:22]([CH3:31])[CH:21]=3)[C:32](=[O:33])[N:77]3[CH2:76][CH2:75][N:74]([CH:71]4[CH2:72][CH2:73][O:68][CH2:69][CH2:70]4)[CH2:79][CH2:78]3)=[O:16])[CH2:11][CH2:10]2)[CH2:7][CH2:6][C:5]2[CH:35]=[CH:36][CH:37]=[CH:38][C:4]=2[NH:3]1.